This data is from Full USPTO retrosynthesis dataset with 1.9M reactions from patents (1976-2016). The task is: Predict the reactants needed to synthesize the given product. (1) Given the product [C:20]12([CH2:30][C:31]([NH:1][N:2]3[N:11]=[C:10]([C:12]4[CH:17]=[CH:16][CH:15]=[C:14]([Cl:18])[CH:13]=4)[C:9]4[C:4](=[CH:5][CH:6]=[CH:7][CH:8]=4)[C:3]3=[O:19])=[O:32])[CH2:27][CH:26]3[CH2:25][CH:24]([CH2:23][CH:22]([CH2:28]3)[CH2:21]1)[CH2:29]2, predict the reactants needed to synthesize it. The reactants are: [NH2:1][N:2]1[N:11]=[C:10]([C:12]2[CH:17]=[CH:16][CH:15]=[C:14]([Cl:18])[CH:13]=2)[C:9]2[C:4](=[CH:5][CH:6]=[CH:7][CH:8]=2)[C:3]1=[O:19].[C:20]12([CH2:30][C:31](O)=[O:32])[CH2:29][CH:24]3[CH2:25][CH:26]([CH2:28][CH:22]([CH2:23]3)[CH2:21]1)[CH2:27]2. (2) Given the product [Cl:1][C:2]1[CH:10]=[C:9]([O:11][CH3:12])[C:8]([C:13]2[CH:18]=[CH:17][CH:16]=[CH:15][N:14]=2)=[CH:7][C:3]=1[C:4]([NH:19][C:20]1[N:24]([C:25]2[CH:30]=[CH:29][CH:28]=[CH:27][CH:26]=2)[N:23]=[C:22]([C:31]#[N:32])[CH:21]=1)=[O:6], predict the reactants needed to synthesize it. The reactants are: [Cl:1][C:2]1[CH:10]=[C:9]([O:11][CH3:12])[C:8]([C:13]2[CH:18]=[CH:17][CH:16]=[CH:15][N:14]=2)=[CH:7][C:3]=1[C:4]([OH:6])=O.[NH2:19][C:20]1[N:24]([C:25]2[CH:30]=[CH:29][CH:28]=[CH:27][CH:26]=2)[N:23]=[C:22]([C:31]#[N:32])[CH:21]=1. (3) Given the product [C:24]1([CH2:30][CH:31]2[CH2:32][CH2:33][N:34]([CH2:37][C:38]3[CH:39]=[CH:40][C:41]([NH:42]/[C:4](=[C:11]4\[C:12](=[O:23])[NH:13][C:14]5[C:19]\4=[CH:18][C:17]([N+:20]([O-:22])=[O:21])=[CH:16][CH:15]=5)/[C:5]4[CH:6]=[CH:7][CH:8]=[CH:9][CH:10]=4)=[CH:43][CH:44]=3)[CH2:35][CH2:36]2)[CH:25]=[CH:26][CH:27]=[CH:28][CH:29]=1, predict the reactants needed to synthesize it. The reactants are: C(O[C:4](=[C:11]1[C:19]2[C:14](=[CH:15][CH:16]=[C:17]([N+:20]([O-:22])=[O:21])[CH:18]=2)[NH:13][C:12]1=[O:23])[C:5]1[CH:10]=[CH:9][CH:8]=[CH:7][CH:6]=1)C.[C:24]1([CH2:30][CH:31]2[CH2:36][CH2:35][N:34]([CH2:37][C:38]3[CH:44]=[CH:43][C:41]([NH2:42])=[CH:40][CH:39]=3)[CH2:33][CH2:32]2)[CH:29]=[CH:28][CH:27]=[CH:26][CH:25]=1. (4) Given the product [C:12]([O:16][C:17]([N:19]1[CH2:22][CH:21]([NH:23][C:34](=[O:35])[CH2:33][NH:32][C:30](=[O:31])[C:29]2[CH:37]=[C:25]([F:24])[CH:26]=[C:27]([C:38]([F:39])([F:41])[F:40])[CH:28]=2)[CH2:20]1)=[O:18])([CH3:15])([CH3:13])[CH3:14], predict the reactants needed to synthesize it. The reactants are: CCN=C=NCCCN(C)C.[C:12]([O:16][C:17]([N:19]1[CH2:22][CH:21]([NH2:23])[CH2:20]1)=[O:18])([CH3:15])([CH3:14])[CH3:13].[F:24][C:25]1[CH:26]=[C:27]([C:38]([F:41])([F:40])[F:39])[CH:28]=[C:29]([CH:37]=1)[C:30]([NH:32][CH2:33][C:34](O)=[O:35])=[O:31]. (5) Given the product [Br:31][C:10]1[N:9]=[C:8]([CH:11]2[CH2:16][CH2:15][N:14]3[C:17]([C:20]([F:22])([F:21])[F:23])=[N:18][N:19]=[C:13]3[CH2:12]2)[N:4]2[CH:5]=[CH:6][N:7]=[C:2]([Cl:1])[C:3]=12, predict the reactants needed to synthesize it. The reactants are: [Cl:1][C:2]1[C:3]2[N:4]([C:8]([CH:11]3[CH2:16][CH2:15][N:14]4[C:17]([C:20]([F:23])([F:22])[F:21])=[N:18][N:19]=[C:13]4[CH2:12]3)=[N:9][CH:10]=2)[CH:5]=[CH:6][N:7]=1.C1C(=O)N([Br:31])C(=O)C1. (6) Given the product [C:31]([O:35][C:36](=[O:48])[CH2:37][O:38][C:39]1[CH:44]=[CH:43][C:42]([Cl:45])=[CH:41][C:40]=1[C:46]#[C:47][C:50]1[CH:51]=[C:52]([S:57]([NH:60][CH3:61])(=[O:58])=[O:59])[CH:53]=[CH:54][C:55]=1[CH3:56])([CH3:34])([CH3:33])[CH3:32], predict the reactants needed to synthesize it. The reactants are: C(OC(=O)COC1C=CC(Cl)=CC=1C#CC1C=CC=C(S(CCC)(=O)=O)C=1)(C)(C)C.[C:31]([O:35][C:36](=[O:48])[CH2:37][O:38][C:39]1[CH:44]=[CH:43][C:42]([Cl:45])=[CH:41][C:40]=1[C:46]#[CH:47])([CH3:34])([CH3:33])[CH3:32].Br[C:50]1[CH:51]=[C:52]([S:57]([NH:60][CH3:61])(=[O:59])=[O:58])[CH:53]=[CH:54][C:55]=1[CH3:56]. (7) Given the product [C:17]([O:21][C:22](=[O:43])[CH:23]([NH:33][C:34]([C:35]1[CH:36]=[CH:37][C:38]([C:9]2[CH:10]=[CH:11][C:12]([NH2:15])=[CH:13][CH:14]=2)=[CH:39][CH:40]=1)=[O:42])[CH2:24][CH2:25][C:26]([O:28][C:29]([CH3:32])([CH3:31])[CH3:30])=[O:27])([CH3:18])([CH3:19])[CH3:20], predict the reactants needed to synthesize it. The reactants are: CC1(C)C(C)(C)OB([C:9]2[CH:14]=[CH:13][C:12]([NH2:15])=[CH:11][CH:10]=2)O1.[C:17]([O:21][C:22](=[O:43])[CH:23]([NH:33][C:34](=[O:42])[C:35]1[CH:40]=[CH:39][C:38](Br)=[CH:37][CH:36]=1)[CH2:24][CH2:25][C:26]([O:28][C:29]([CH3:32])([CH3:31])[CH3:30])=[O:27])([CH3:20])([CH3:19])[CH3:18].C([O-])([O-])=O.[K+].[K+].CCOC(C)=O.CCCCCC. (8) Given the product [F:1][C:2]1[CH:9]=[C:8]([F:10])[CH:7]=[CH:6][C:3]=1[CH2:4][N:13]1[CH2:18][CH2:17][C:16](=[O:19])[CH2:15][CH2:14]1, predict the reactants needed to synthesize it. The reactants are: [F:1][C:2]1[CH:9]=[C:8]([F:10])[CH:7]=[CH:6][C:3]=1[CH2:4]Br.O.Cl.[NH:13]1[CH2:18][CH2:17][C:16](=[O:19])[CH2:15][CH2:14]1.C(N(CC)CC)C. (9) The reactants are: [C:1]([C@@:3]1([F:21])[C@H:7]([OH:8])[C@@H:6]([CH2:9][OH:10])[O:5][C@H:4]1[N:11]1[CH:19]=[N:18][C:17]2[C:12]1=[N:13][CH:14]=[N:15][C:16]=2N)#[CH:2].C[Si](Cl)(C)C.CO[C:29]1[CH:48]=[CH:47][CH:46]=[CH:45][C:30]=1[C:31](Cl)([C:38]1[CH:43]=[CH:42][CH:41]=[CH:40][CH:39]=1)[C:32]1[CH:37]=[CH:36][CH:35]=[CH:34][CH:33]=1.[NH4+:49].[OH-:50].C([O:54][CH2:55]C)(=O)C. Given the product [CH3:55][O:54][N:49]([C:31]([C:38]1[CH:39]=[CH:40][CH:41]=[CH:42][CH:43]=1)([C:32]1[CH:37]=[CH:36][CH:35]=[CH:34][CH:33]=1)[C:30]1[CH:29]=[CH:48][CH:47]=[CH:46][CH:45]=1)[C:14]1[NH:15][C:16](=[O:50])[C:17]2[N:18]=[CH:19][N:11]([C@@H:4]3[O:5][C@H:6]([CH2:9][OH:10])[C@@H:7]([OH:8])[C@@:3]3([C:1]#[CH:2])[F:21])[C:12]=2[N:13]=1, predict the reactants needed to synthesize it. (10) Given the product [NH2:8][C@@H:9]([CH2:13][NH:14][C:15]([C:17]1[N:18]=[C:19]([C:35]#[N:36])[C:20]2[C:25]([C:26]=1[OH:27])=[CH:24][CH:23]=[C:22]([O:28][C:29]1[CH:34]=[CH:33][CH:32]=[CH:31][CH:30]=1)[CH:21]=2)=[O:16])[C:10]([OH:12])=[O:11], predict the reactants needed to synthesize it. The reactants are: C(OC([NH:8][C@@H:9]([CH2:13][NH:14][C:15]([C:17]1[N:18]=[C:19]([C:35]#[N:36])[C:20]2[C:25]([C:26]=1[OH:27])=[CH:24][CH:23]=[C:22]([O:28][C:29]1[CH:34]=[CH:33][CH:32]=[CH:31][CH:30]=1)[CH:21]=2)=[O:16])[C:10]([OH:12])=[O:11])=O)(C)(C)C.C(O)(C(F)(F)F)=O.